The task is: Predict the product of the given reaction.. This data is from Forward reaction prediction with 1.9M reactions from USPTO patents (1976-2016). (1) Given the reactants [CH2:1]([NH:8][C:9]1[C:10]2[N:11]([CH:26]=[CH:27][C:28]=2Cl)[N:12]=[C:13]([C:15]2[CH:16]=[C:17]([NH:21][S:22]([CH3:25])(=[O:24])=[O:23])[CH:18]=[N:19][CH:20]=2)[CH:14]=1)[C:2]1[CH:7]=[CH:6][CH:5]=[CH:4][CH:3]=1.[C:30]1(B(O)O)[CH:35]=[CH:34][CH:33]=[CH:32][CH:31]=1.C1(P(C2CCCCC2)C2C=CC=CC=2C2C(C(C)C)=CC(C(C)C)=CC=2C(C)C)CCCCC1.C([O-])([O-])=O.[K+].[K+].C(NC1C2N(C=CC=2C2C=CC=CC=2)N=C(C2C=C(S(NC(C)(C)C)(=O)=O)C=NC=2)C=1)C1C=CC=CC=1, predict the reaction product. The product is: [CH2:1]([NH:8][C:9]1[C:10]2[N:11]([CH:26]=[CH:27][C:28]=2[C:30]2[CH:35]=[CH:34][CH:33]=[CH:32][CH:31]=2)[N:12]=[C:13]([C:15]2[CH:16]=[C:17]([NH:21][S:22]([CH3:25])(=[O:24])=[O:23])[CH:18]=[N:19][CH:20]=2)[CH:14]=1)[C:2]1[CH:7]=[CH:6][CH:5]=[CH:4][CH:3]=1. (2) Given the reactants [NH2:1][C:2]1[CH:9]=[CH:8][C:5]([C:6]#[N:7])=[CH:4][CH:3]=1.[I:10]N1C(=O)CCC1=O, predict the reaction product. The product is: [NH2:1][C:2]1[CH:9]=[CH:8][C:5]([C:6]#[N:7])=[CH:4][C:3]=1[I:10]. (3) Given the reactants [NH2:1][C:2]1[C:11]2[C:6](=[C:7](Br)[CH:8]=[CH:9][CH:10]=2)[N:5]=[N:4][C:3]=1[C:13]([NH:15][CH2:16][CH2:17][CH3:18])=[O:14].[CH3:19][O:20][C:21]1[CH:26]=[CH:25][C:24](B(O)O)=[CH:23][C:22]=1[CH3:30], predict the reaction product. The product is: [NH2:1][C:2]1[C:11]2[C:6](=[C:7]([C:24]3[CH:25]=[CH:26][C:21]([O:20][CH3:19])=[C:22]([CH3:30])[CH:23]=3)[CH:8]=[CH:9][CH:10]=2)[N:5]=[N:4][C:3]=1[C:13]([NH:15][CH2:16][CH2:17][CH3:18])=[O:14]. (4) Given the reactants [N:1]1([C:7]([N:9]2[CH2:14][CH:13]([C:15]3[CH:20]=[CH:19][C:18]([C:21]([F:24])([F:23])[F:22])=[CH:17][CH:16]=3)[CH2:12][CH:11]([C:25](=[S:27])[NH2:26])[CH2:10]2)=[O:8])[CH2:6][CH2:5][O:4][CH2:3][CH2:2]1.Br[CH2:29][C:30]([C:32]1[CH:33]=[N:34][C:35]([Cl:38])=[CH:36][CH:37]=1)=O, predict the reaction product. The product is: [Cl:38][C:35]1[N:34]=[CH:33][C:32]([C:30]2[N:26]=[C:25]([CH:11]3[CH2:12][CH:13]([C:15]4[CH:20]=[CH:19][C:18]([C:21]([F:22])([F:23])[F:24])=[CH:17][CH:16]=4)[CH2:14][N:9]([C:7]([N:1]4[CH2:6][CH2:5][O:4][CH2:3][CH2:2]4)=[O:8])[CH2:10]3)[S:27][CH:29]=2)=[CH:37][CH:36]=1.